Task: Regression/Classification. Given a drug SMILES string, predict its toxicity properties. Task type varies by dataset: regression for continuous values (e.g., LD50, hERG inhibition percentage) or binary classification for toxic/non-toxic outcomes (e.g., AMES mutagenicity, cardiotoxicity, hepatotoxicity). Dataset: clintox.. Dataset: Clinical trial toxicity outcomes and FDA approval status for drugs (1) The compound is CC1=C(CCC(=O)[O-])c2cc3nc(cc4[nH]c(cc5[nH]c(cc1n2)c(C)c5C(C)O)c(C)c4C(C)OC(C)c1c(C)c2cc4nc(cc5nc(cc6[nH]c(cc1[nH]2)c(C)c6C(C)O)C(C)=C5CCC(=O)[O-])C(CCC(=O)[O-])=C4C)C(C)=C3CCC(=O)[O-]. The result is 0 (passed clinical trial). (2) The molecule is CC[NH+](CC)C(C)C(=O)c1ccccc1. The result is 0 (passed clinical trial). (3) The drug is C[C@@H](Cc1ccccc1)NC(=O)[C@@H]([NH3+])CCCC[NH3+]. The result is 0 (passed clinical trial). (4) The compound is CC(C)OP(=O)(F)OC(C)C. The result is 0 (passed clinical trial). (5) The drug is CNNCc1ccc(C(=O)NC(C)C)cc1. The result is 0 (passed clinical trial). (6) The compound is CC(C)CC(NC(=O)C(COC(C)(C)C)NC(=O)C(Cc1ccc(O)cc1)NC(=O)C(CO)NC(=O)C(Cc1c[nH]c2ccccc12)NC(=O)C(Cc1cnc[nH]1)NC(=O)C1CCC(=O)N1)C(=O)NC(CCC[NH+]=C(N)N)C(=O)N1CCCC1C(=O)NNC(N)=O. The result is 0 (passed clinical trial). (7) The drug is CCCCCCCCCCCCCCCC(=O)O[C@@H]1CCCn2c1nc(C)c(CC[NH+]1CCC(c3noc4cc(F)ccc34)CC1)c2=O. The result is 0 (passed clinical trial). (8) The molecule is CC(Cc1ccc2c(c1)OCO2)[NH2+]CC(O)c1ccc(O)c(O)c1. The result is 0 (passed clinical trial). (9) The molecule is O=c1[nH]c(=O)n([C@H]2C[C@H](O)[C@@H](CO)O2)cc1I. The result is 0 (passed clinical trial). (10) The compound is CC1=C(C/C=C(\C)CCC[C@H](C)CCC[C@H](C)CCCC(C)C)C(=O)c2ccccc2C1=O. The result is 0 (passed clinical trial).